This data is from Full USPTO retrosynthesis dataset with 1.9M reactions from patents (1976-2016). The task is: Predict the reactants needed to synthesize the given product. (1) Given the product [Si:1]([O:8][C@@H:9]([C:25]1[CH:30]=[CH:29][CH:28]=[CH:27][C:26]=1[C:31]1[CH:36]=[CH:35][C:34]([Cl:37])=[CH:33][CH:32]=1)[CH:10]1[CH2:15][CH2:14][N:13]([C:16]2[CH:24]=[CH:23][C:19]([C:20]([NH:80][S:77]([C:74]3[CH:75]=[CH:76][C:71]([NH:70][C@H:61]([CH2:60][CH2:59][N:58]([CH2:57][CH2:56][O:55][Si:38]([C:51]([CH3:52])([CH3:54])[CH3:53])([C:39]4[CH:40]=[CH:41][CH:42]=[CH:43][CH:44]=4)[C:45]4[CH:50]=[CH:49][CH:48]=[CH:47][CH:46]=4)[CH3:88])[CH2:62][S:63][C:64]4[CH:69]=[CH:68][CH:67]=[CH:66][CH:65]=4)=[C:72]([S:81]([C:84]([F:86])([F:87])[F:85])(=[O:82])=[O:83])[CH:73]=3)(=[O:78])=[O:79])=[O:21])=[CH:18][CH:17]=2)[CH2:12][CH2:11]1)([C:4]([CH3:7])([CH3:6])[CH3:5])([CH3:3])[CH3:2], predict the reactants needed to synthesize it. The reactants are: [Si:1]([O:8][C@@H:9]([C:25]1[CH:30]=[CH:29][CH:28]=[CH:27][C:26]=1[C:31]1[CH:36]=[CH:35][C:34]([Cl:37])=[CH:33][CH:32]=1)[CH:10]1[CH2:15][CH2:14][N:13]([C:16]2[CH:24]=[CH:23][C:19]([C:20](O)=[O:21])=[CH:18][CH:17]=2)[CH2:12][CH2:11]1)([C:4]([CH3:7])([CH3:6])[CH3:5])([CH3:3])[CH3:2].[Si:38]([O:55][CH2:56][CH2:57][N:58]([CH3:88])[CH2:59][CH2:60][C@@H:61]([NH:70][C:71]1[CH:76]=[CH:75][C:74]([S:77]([NH2:80])(=[O:79])=[O:78])=[CH:73][C:72]=1[S:81]([C:84]([F:87])([F:86])[F:85])(=[O:83])=[O:82])[CH2:62][S:63][C:64]1[CH:69]=[CH:68][CH:67]=[CH:66][CH:65]=1)([C:51]([CH3:54])([CH3:53])[CH3:52])([C:45]1[CH:50]=[CH:49][CH:48]=[CH:47][CH:46]=1)[C:39]1[CH:44]=[CH:43][CH:42]=[CH:41][CH:40]=1. (2) Given the product [Br:24][C:6]1[CH:5]=[C:4]2[C:9](=[C:8]([C:10]([O:12][C:13]([CH3:15])([CH3:16])[CH3:14])=[O:11])[CH:7]=1)[N:1]([C:17]([O:19][C:20]([CH3:23])([CH3:22])[CH3:21])=[O:18])[CH2:2][CH2:3]2, predict the reactants needed to synthesize it. The reactants are: [N:1]1([C:17]([O:19][C:20]([CH3:23])([CH3:22])[CH3:21])=[O:18])[C:9]2[C:4](=[CH:5][CH:6]=[CH:7][C:8]=2[C:10]([O:12][C:13]([CH3:16])([CH3:15])[CH3:14])=[O:11])[CH2:3][CH2:2]1.[Br:24]N1C(=O)CCC1=O.O. (3) Given the product [CH2:1]([O:3][C:4]([C:6]1[N:10]([CH2:19][C:18]2[CH:21]=[CH:22][CH:23]=[C:16]([Cl:15])[CH:17]=2)[C:9]2[CH:11]=[C:12]([Br:14])[S:13][C:8]=2[CH:7]=1)=[O:5])[CH3:2], predict the reactants needed to synthesize it. The reactants are: [CH2:1]([O:3][C:4]([C:6]1[NH:10][C:9]2[CH:11]=[C:12]([Br:14])[S:13][C:8]=2[CH:7]=1)=[O:5])[CH3:2].[Cl:15][C:16]1[CH:17]=[C:18]([CH:21]=[CH:22][CH:23]=1)[CH2:19]Cl. (4) The reactants are: [C:1]12([OH:13])[CH2:10][C:5]3([OH:11])[CH2:6][CH:7]([CH2:9][C:3]([OH:12])([CH2:4]3)[CH2:2]1)[CH2:8]2.[C:14](O)(=[O:18])[C:15]([CH3:17])=[CH2:16].S(=O)(=O)(O)O.COC1C=CC(O)=CC=1.O=O.[OH-].[Na+]. Given the product [C:14]([O:13][C:1]12[CH2:10][C:5]3([OH:11])[CH2:6][CH:7]([CH2:9][C:3]([OH:12])([CH2:4]3)[CH2:2]1)[CH2:8]2)(=[O:18])[C:15]([CH3:17])=[CH2:16], predict the reactants needed to synthesize it. (5) Given the product [F:22][C:23]1[CH:24]=[CH:25][C:26]([CH2:29][O:30][C:31]2[CH:36]=[CH:35][N:34]([C:2]3[CH:3]=[CH:4][C:5]4[S:20][C:8]5[CH2:9][N:10]([C:13]([O:15][C:16]([CH3:19])([CH3:18])[CH3:17])=[O:14])[CH2:11][CH2:12][C:7]=5[C:6]=4[CH:21]=3)[C:33](=[O:37])[CH:32]=2)=[N:27][CH:28]=1, predict the reactants needed to synthesize it. The reactants are: Br[C:2]1[CH:3]=[CH:4][C:5]2[S:20][C:8]3[CH2:9][N:10]([C:13]([O:15][C:16]([CH3:19])([CH3:18])[CH3:17])=[O:14])[CH2:11][CH2:12][C:7]=3[C:6]=2[CH:21]=1.[F:22][C:23]1[CH:24]=[CH:25][C:26]([CH2:29][O:30][C:31]2[CH:36]=[CH:35][NH:34][C:33](=[O:37])[CH:32]=2)=[N:27][CH:28]=1. (6) Given the product [F:11][CH:12]([F:23])[O:13][C:14]1[CH:15]=[C:16]([NH:20][C:21]([NH:10][CH:8]2[CH2:9][CH:7]2[C:1]2[CH:6]=[CH:5][CH:4]=[CH:3][CH:2]=2)=[O:22])[CH:17]=[CH:18][CH:19]=1, predict the reactants needed to synthesize it. The reactants are: [C:1]1([CH:7]2[CH2:9][CH:8]2[NH2:10])[CH:6]=[CH:5][CH:4]=[CH:3][CH:2]=1.[F:11][CH:12]([F:23])[O:13][C:14]1[CH:15]=[C:16]([N:20]=[C:21]=[O:22])[CH:17]=[CH:18][CH:19]=1. (7) Given the product [Cl:1][C:2]1[N:3]=[C:4]([N:12]2[CH2:17][CH2:16][O:15][CH2:14][CH2:13]2)[C:5]2[S:10][C:9]([C:26]3[CH:27]=[C:28]([CH:30]=[CH:31][CH:32]=3)[NH2:29])=[CH:8][C:6]=2[N:7]=1, predict the reactants needed to synthesize it. The reactants are: [Cl:1][C:2]1[N:3]=[C:4]([N:12]2[CH2:17][CH2:16][O:15][CH2:14][CH2:13]2)[C:5]2[S:10][C:9](I)=[CH:8][C:6]=2[N:7]=1.CC1(C)C(C)(C)OB([C:26]2[CH:27]=[C:28]([CH:30]=[CH:31][CH:32]=2)[NH2:29])O1.C([O-])([O-])=O.[Na+].[Na+].